This data is from Catalyst prediction with 721,799 reactions and 888 catalyst types from USPTO. The task is: Predict which catalyst facilitates the given reaction. Reactant: [NH2:1][C:2]1[C:7]([S:8][C:9]2[CH:18]=[CH:17][C:12]([C:13]([O:15][CH3:16])=[O:14])=[CH:11][CH:10]=2)=[CH:6][CH:5]=[CH:4][N:3]=1.[Br:19]Br.S(=O)(O)[O-].[Na+].C(OCC)(=O)C. Product: [NH2:1][C:2]1[C:7]([S:8][C:9]2[CH:18]=[CH:17][C:12]([C:13]([O:15][CH3:16])=[O:14])=[CH:11][CH:10]=2)=[CH:6][C:5]([Br:19])=[CH:4][N:3]=1. The catalyst class is: 15.